From a dataset of Kir2.1 potassium channel HTS with 301,493 compounds. Binary Classification. Given a drug SMILES string, predict its activity (active/inactive) in a high-throughput screening assay against a specified biological target. (1) The drug is Cl\C(Cl)=C/C1C(C1C(OCCn1nc(cc1C)C)=O)(C)C. The result is 1 (active). (2) The compound is Clc1ccc(Cn2nc[n+]([N-][N+]([O-])=O)c2)cc1. The result is 0 (inactive). (3) The drug is Nc1c2c(c(/N=N\c3ccccc3)cc1)cccc2. The result is 0 (inactive). (4) The drug is o1c(/C=C\C(=O)Nc2c(cccc2)C(OC)=O)ccc1. The result is 0 (inactive). (5) The molecule is [nH]1c2c(CNCC2)c2c1cccc2. The result is 0 (inactive). (6) The result is 0 (inactive). The drug is O=C(N\N=C1\C2CC3CC(CC1C3)C2)c1ccncc1. (7) The drug is Clc1cc(c(OCC(OCC(=O)Nc2c([N+]([O-])=O)cc(cc2)C)=O)cc1)C. The result is 0 (inactive).